Regression. Given two drug SMILES strings and cell line genomic features, predict the synergy score measuring deviation from expected non-interaction effect. From a dataset of NCI-60 drug combinations with 297,098 pairs across 59 cell lines. (1) Drug 1: C1CCN(CC1)CCOC2=CC=C(C=C2)C(=O)C3=C(SC4=C3C=CC(=C4)O)C5=CC=C(C=C5)O. Drug 2: C1CC(=O)NC(=O)C1N2C(=O)C3=CC=CC=C3C2=O. Cell line: HOP-92. Synergy scores: CSS=5.93, Synergy_ZIP=-0.460, Synergy_Bliss=3.93, Synergy_Loewe=0.241, Synergy_HSA=0.504. (2) Drug 2: C(CN)CNCCSP(=O)(O)O. Synergy scores: CSS=-0.205, Synergy_ZIP=-0.0263, Synergy_Bliss=-4.46, Synergy_Loewe=-10.7, Synergy_HSA=-7.30. Drug 1: CNC(=O)C1=CC=CC=C1SC2=CC3=C(C=C2)C(=NN3)C=CC4=CC=CC=N4. Cell line: NCI-H226. (3) Drug 1: CC12CCC(CC1=CCC3C2CCC4(C3CC=C4C5=CN=CC=C5)C)O. Drug 2: CCC(=C(C1=CC=CC=C1)C2=CC=C(C=C2)OCCN(C)C)C3=CC=CC=C3.C(C(=O)O)C(CC(=O)O)(C(=O)O)O. Cell line: OVCAR-8. Synergy scores: CSS=12.2, Synergy_ZIP=2.25, Synergy_Bliss=9.13, Synergy_Loewe=5.33, Synergy_HSA=7.67. (4) Drug 1: CC1=C(C=C(C=C1)NC(=O)C2=CC=C(C=C2)CN3CCN(CC3)C)NC4=NC=CC(=N4)C5=CN=CC=C5. Drug 2: CN(C(=O)NC(C=O)C(C(C(CO)O)O)O)N=O. Cell line: HS 578T. Synergy scores: CSS=12.4, Synergy_ZIP=-0.661, Synergy_Bliss=-0.594, Synergy_Loewe=3.96, Synergy_HSA=2.49. (5) Drug 1: CN(C)C1=NC(=NC(=N1)N(C)C)N(C)C. Drug 2: CC1C(C(=O)NC(C(=O)N2CCCC2C(=O)N(CC(=O)N(C(C(=O)O1)C(C)C)C)C)C(C)C)NC(=O)C3=C4C(=C(C=C3)C)OC5=C(C(=O)C(=C(C5=N4)C(=O)NC6C(OC(=O)C(N(C(=O)CN(C(=O)C7CCCN7C(=O)C(NC6=O)C(C)C)C)C)C(C)C)C)N)C. Cell line: SK-MEL-5. Synergy scores: CSS=4.88, Synergy_ZIP=4.99, Synergy_Bliss=10.4, Synergy_Loewe=4.31, Synergy_HSA=5.10. (6) Cell line: CAKI-1. Drug 1: CS(=O)(=O)C1=CC(=C(C=C1)C(=O)NC2=CC(=C(C=C2)Cl)C3=CC=CC=N3)Cl. Drug 2: COC1=C2C(=CC3=C1OC=C3)C=CC(=O)O2. Synergy scores: CSS=-7.03, Synergy_ZIP=0.567, Synergy_Bliss=-3.37, Synergy_Loewe=-5.08, Synergy_HSA=-5.38.